This data is from Full USPTO retrosynthesis dataset with 1.9M reactions from patents (1976-2016). The task is: Predict the reactants needed to synthesize the given product. (1) Given the product [OH:16][CH:13]1[CH2:14][CH2:15][N:10]([C:7](=[O:8])[CH2:6][CH:1]([CH3:2])[CH3:5])[CH2:11][CH2:12]1, predict the reactants needed to synthesize it. The reactants are: [CH:1]1([CH2:6][C:7](Cl)=[O:8])[CH2:5]CC[CH2:2]1.[NH:10]1[CH2:15][CH2:14][CH:13]([OH:16])[CH2:12][CH2:11]1.NC1C=CC(C(OC)=O)=CC=1. (2) Given the product [NH2:30][C:23]1[C:22]2[C:27](=[CH:28][CH:29]=[C:20]([C:18]3[N:19]=[C:15]([NH:14][C:9]4[N:10]=[CH:11][CH:12]=[CH:13][C:8]=4[C:7]([NH:6][CH2:5][C:4]4[CH:43]=[CH:44][C:45]([F:46])=[C:2]([F:1])[CH:3]=4)=[O:42])[S:16][CH:17]=3)[CH:21]=2)[N:26]=[CH:25][N:24]=1, predict the reactants needed to synthesize it. The reactants are: [F:1][C:2]1[CH:3]=[C:4]([CH:43]=[CH:44][C:45]=1[F:46])[CH2:5][NH:6][C:7](=[O:42])[C:8]1[CH:13]=[CH:12][CH:11]=[N:10][C:9]=1[NH:14][C:15]1[S:16][CH:17]=[C:18]([C:20]2[CH:21]=[C:22]3[C:27](=[CH:28][CH:29]=2)[N:26]=[CH:25][N:24]=[C:23]3[NH:30]CC2C=CC(OC)=CC=2OC)[N:19]=1.FC(F)(F)C(O)=O. (3) Given the product [Cl:33][C:29]1[C:28]([F:34])=[C:27]([C@@H:8]2[C@:9]([C:19]3[CH:24]=[CH:23][C:22]([Cl:25])=[CH:21][C:20]=3[F:26])([C:17]#[N:18])[C@H:10]([CH2:12][C:13]([CH3:15])([CH3:16])[CH3:14])[CH2:11][N:7]2[CH2:6][CH2:5][C:4]([OH:35])=[O:3])[CH:32]=[CH:31][CH:30]=1, predict the reactants needed to synthesize it. The reactants are: C([O:3][C:4](=[O:35])[CH2:5][CH2:6][N:7]1[CH2:11][C@@H:10]([CH2:12][C:13]([CH3:16])([CH3:15])[CH3:14])[C@@:9]([C:19]2[CH:24]=[CH:23][C:22]([Cl:25])=[CH:21][C:20]=2[F:26])([C:17]#[N:18])[C@H:8]1[C:27]1[CH:32]=[CH:31][CH:30]=[C:29]([Cl:33])[C:28]=1[F:34])C.[Li+].[OH-].